This data is from Reaction yield outcomes from USPTO patents with 853,638 reactions. The task is: Predict the reaction yield, written as a fraction of the theoretical maximum amount of product (1.0 means a 100% yield; for example, 0.34 means a 34% yield). (1) The catalyst is C(#N)C. The product is [NH2:1][C:2]1[C:3](=[O:10])[N:4]([CH3:9])[N:5]=[C:6]([Cl:8])[C:7]=1[I:11]. The yield is 0.860. The reactants are [NH2:1][C:2]1[C:3](=[O:10])[N:4]([CH3:9])[N:5]=[C:6]([Cl:8])[CH:7]=1.[I:11]N1C(=O)CCC1=O. (2) The catalyst is ClCCl. The product is [Br:5][C:6]1[CH:18]=[CH:17][CH:16]=[C:15]2[C:7]=1[CH2:8][CH:9]([CH2:13][CH3:14])[C:10]2=[O:11]. The reactants are [Al+3].[Cl-].[Cl-].[Cl-].[Br:5][C:6]1[CH:18]=[CH:17][CH:16]=[CH:15][C:7]=1[CH2:8][CH:9]([CH2:13][CH3:14])[C:10](Cl)=[O:11]. The yield is 0.600. (3) The reactants are [CH3:1][O:2][C:3]1[CH:4]=[C:5]2[C:10](=[CH:11][C:12]=1[O:13][CH3:14])[N:9]=[CH:8][CH:7]=[C:6]2[O:15][C:16]1[CH:22]=[CH:21][C:19]([NH2:20])=[C:18]([F:23])[CH:17]=1.ClC(Cl)(O[C:28](=[O:34])OC(Cl)(Cl)Cl)Cl.[CH2:36]([NH2:40])[CH2:37][CH2:38][CH3:39].C(=O)([O-])O.[Na+]. The catalyst is C1(C)C=CC=CC=1.C(N(CC)CC)C. The product is [CH2:36]([NH:40][C:28]([NH:20][C:19]1[CH:21]=[CH:22][C:16]([O:15][C:6]2[C:5]3[C:10](=[CH:11][C:12]([O:13][CH3:14])=[C:3]([O:2][CH3:1])[CH:4]=3)[N:9]=[CH:8][CH:7]=2)=[CH:17][C:18]=1[F:23])=[O:34])[CH2:37][CH2:38][CH3:39]. The yield is 0.810. (4) The reactants are [Cl:1][C:2]1[CH:3]=[CH:4][C:5]([N+:20]([O-])=O)=[C:6]([CH:19]=1)[CH2:7][N:8]1[CH:12]=[C:11]([CH3:13])[CH:10]=[C:9]1[C:14]([O:16][CH2:17][CH3:18])=[O:15]. The catalyst is C1COCC1.[Br-].[Br-].[Zn+2]. The product is [NH2:20][C:5]1[CH:4]=[CH:3][C:2]([Cl:1])=[CH:19][C:6]=1[CH2:7][N:8]1[CH:12]=[C:11]([CH3:13])[CH:10]=[C:9]1[C:14]([O:16][CH2:17][CH3:18])=[O:15]. The yield is 0.859. (5) The reactants are [N:1]1[CH:6]=[CH:5][CH:4]=[CH:3][C:2]=1[N:7]1[CH2:12][CH2:11][NH:10][CH2:9][CH2:8]1.[F:13][C:14]([F:28])([F:27])[O:15][C:16]1[CH:21]=[CH:20][C:19]([NH:22][C:23](=[O:26])[CH2:24]Cl)=[CH:18][CH:17]=1.C(=O)([O-])[O-].[Na+].[Na+]. The catalyst is CN(C)C=O.O. The product is [N:1]1[CH:6]=[CH:5][CH:4]=[CH:3][C:2]=1[N:7]1[CH2:8][CH2:9][N:10]([CH2:24][C:23]([NH:22][C:19]2[CH:18]=[CH:17][C:16]([O:15][C:14]([F:13])([F:27])[F:28])=[CH:21][CH:20]=2)=[O:26])[CH2:11][CH2:12]1. The yield is 0.320. (6) The reactants are [H-].[Na+].[CH3:3][O:4][C:5]([C:7]1([CH:20]([OH:22])[CH3:21])[O:12][CH2:11][CH2:10][N:9]([C:13]([O:15][C:16]([CH3:19])([CH3:18])[CH3:17])=[O:14])[CH2:8]1)=[O:6].C1C(Cl)=CN=C(N([S:31]([C:34]([F:37])([F:36])[F:35])(=[O:33])=[O:32])[S:31]([C:34]([F:37])([F:36])[F:35])(=[O:33])=[O:32])C=1. The catalyst is O1CCCC1. The product is [CH3:3][O:4][C:5]([C:7]1([CH:20]([O:22][S:31]([C:34]([F:37])([F:36])[F:35])(=[O:33])=[O:32])[CH3:21])[O:12][CH2:11][CH2:10][N:9]([C:13]([O:15][C:16]([CH3:18])([CH3:17])[CH3:19])=[O:14])[CH2:8]1)=[O:6]. The yield is 0.750. (7) The reactants are [Cl:1][C:2]1[C:10]2[NH:9][N:8]=[CH:7][C:6]=2[C:5]2[CH2:11][N:12]([CH2:18][C:19]([F:22])([F:21])[F:20])[C:13](=[O:17])[C@H:14]([OH:16])[CH2:15][C:4]=2[CH:3]=1.ClCCl.C(N(C(C)C)CC)(C)C.[C:35](Cl)(=[O:46])[O:36][C:37]1[CH:42]=[CH:41][C:40]([N+:43]([O-:45])=[O:44])=[CH:39][CH:38]=1. No catalyst specified. The product is [C:35](=[O:46])([O:36][C:37]1[CH:38]=[CH:39][C:40]([N+:43]([O-:45])=[O:44])=[CH:41][CH:42]=1)[O:16][C@H:14]1[C:13](=[O:17])[N:12]([CH2:18][C:19]([F:21])([F:20])[F:22])[CH2:11][C:5]2[C:6]3[CH:7]=[N:8][NH:9][C:10]=3[C:2]([Cl:1])=[CH:3][C:4]=2[CH2:15]1. The yield is 0.560. (8) The reactants are [Si]([O:8][C@@H:9]1[CH2:14][CH2:13][C@H:12]([O:15][C:16]2[C:21]([Cl:22])=[CH:20][C:19]([S:23]([N:26]([CH2:33][C:34]3[CH:39]=[CH:38][C:37]([O:40][CH3:41])=[CH:36][C:35]=3[O:42][CH3:43])[C:27]3[CH:32]=[CH:31][N:30]=[CH:29][N:28]=3)(=[O:25])=[O:24])=[C:18]([F:44])[CH:17]=2)[C@@H:11]([C:45]2[N:49]([CH3:50])[N:48]=[CH:47][CH:46]=2)[CH2:10]1)(C(C)(C)C)(C)C.[F-].C([N+](CCCC)(CCCC)CCCC)CCC. The catalyst is C1COCC1. The product is [Cl:22][C:21]1[C:16]([O:15][C@H:12]2[CH2:13][CH2:14][C@@H:9]([OH:8])[CH2:10][C@@H:11]2[C:45]2[N:49]([CH3:50])[N:48]=[CH:47][CH:46]=2)=[CH:17][C:18]([F:44])=[C:19]([S:23]([N:26]([CH2:33][C:34]2[CH:39]=[CH:38][C:37]([O:40][CH3:41])=[CH:36][C:35]=2[O:42][CH3:43])[C:27]2[CH:32]=[CH:31][N:30]=[CH:29][N:28]=2)(=[O:25])=[O:24])[CH:20]=1. The yield is 0.860. (9) The reactants are [F:1][C:2]1[CH:7]=[CH:6][C:5]([N+:8]([O-])=O)=[CH:4][C:3]=1[C:11]1[CH:16]=[CH:15][CH:14]=[CH:13][C:12]=1[S:17][CH3:18].O.O.[Sn](Cl)Cl. The catalyst is O1CCCC1.C(O)C. The product is [F:1][C:2]1[CH:7]=[CH:6][C:5]([NH2:8])=[CH:4][C:3]=1[C:11]1[CH:16]=[CH:15][CH:14]=[CH:13][C:12]=1[S:17][CH3:18]. The yield is 0.980.